From a dataset of Reaction yield outcomes from USPTO patents with 853,638 reactions. Predict the reaction yield, written as a fraction of the theoretical maximum amount of product (1.0 means a 100% yield; for example, 0.34 means a 34% yield). (1) The reactants are [Cl:1][C:2]1[CH:7]=[CH:6][N:5]=[C:4]2[N:8]([CH2:14][CH:15]3[CH2:19][CH2:18][CH2:17][O:16]3)[CH:9]=[C:10]([C:11]([OH:13])=O)[C:3]=12.[NH2:20][CH2:21][C@@:22]1([OH:29])[CH2:27][CH2:26][CH2:25][C@@H:24]([CH3:28])[CH2:23]1.N1(O)C2C=CC=CC=2N=N1.Cl.CN(C)CCCN=C=NCC. The catalyst is C1COCC1. The product is [OH:29][C@:22]1([CH2:21][NH:20][C:11]([C:10]2[C:3]3[C:4](=[N:5][CH:6]=[CH:7][C:2]=3[Cl:1])[N:8]([CH2:14][CH:15]3[CH2:19][CH2:18][CH2:17][O:16]3)[CH:9]=2)=[O:13])[CH2:27][CH2:26][CH2:25][C@@H:24]([CH3:28])[CH2:23]1. The yield is 0.290. (2) The reactants are [N:1]1([C:7]2[CH:12]=[CH:11][C:10]([S:13]([NH:16][C:17]3[S:21][N:20]=[CH:19][N:18]=3)(=[O:15])=[O:14])=[CH:9][CH:8]=2)[CH2:6][CH2:5][NH:4][CH2:3][CH2:2]1.[Cl:22][C:23]1[CH:24]=[C:25]2[C:29](=[CH:30][CH:31]=1)[N:28]([CH2:32][CH2:33][C:34](O)=[O:35])[CH:27]=[CH:26]2.CN([P+](ON1N=NC2C=CC=CC1=2)(N(C)C)N(C)C)C.F[P-](F)(F)(F)(F)F.C(N(CC)CC)C. The catalyst is O.CC#N.CN(C=O)C. The product is [Cl:22][C:23]1[CH:24]=[C:25]2[C:29](=[CH:30][CH:31]=1)[N:28]([CH2:32][CH2:33][C:34]([N:4]1[CH2:5][CH2:6][N:1]([C:7]3[CH:8]=[CH:9][C:10]([S:13]([NH:16][C:17]4[S:21][N:20]=[CH:19][N:18]=4)(=[O:15])=[O:14])=[CH:11][CH:12]=3)[CH2:2][CH2:3]1)=[O:35])[CH:27]=[CH:26]2. The yield is 0.530. (3) The reactants are [C:1](=[NH:21])([O:3][CH2:4][CH2:5][C:6]1[CH:11]=[CH:10][C:9]([O:12][C:13]2[CH:18]=[CH:17][C:16]([CH3:19])=[C:15]([Cl:20])[CH:14]=2)=[CH:8][CH:7]=1)[NH2:2].[CH:22]([CH:24]([CH2:29][C:30]1[CH:31]=[N:32][C:33]([O:36][CH3:37])=[N:34][CH:35]=1)[C:25](OC)=O)=[O:23].C([O-])([O-])=O.[K+].[K+]. The catalyst is CN1C(=O)CCC1. The product is [Cl:20][C:15]1[CH:14]=[C:13]([O:12][C:9]2[CH:8]=[CH:7][C:6]([CH2:5][CH2:4][O:3][C:1]3[NH:2][CH:25]=[C:24]([CH2:29][C:30]4[CH:31]=[N:32][C:33]([O:36][CH3:37])=[N:34][CH:35]=4)[C:22](=[O:23])[N:21]=3)=[CH:11][CH:10]=2)[CH:18]=[CH:17][C:16]=1[CH3:19]. The yield is 0.0233. (4) The reactants are [OH:1][CH2:2][CH2:3][CH2:4][NH:5][C:6]1[CH:11]=[CH:10][CH:9]=[CH:8][N+:7]=1[O-].C1CCCCC=1. The catalyst is C(O)C.[Pd]. The product is [OH:1][CH2:2][CH2:3][CH2:4][NH:5][C:6]1[CH:11]=[CH:10][CH:9]=[CH:8][N:7]=1. The yield is 0.880. (5) The reactants are CC([N:5]([C@@H:9]([CH2:35][C:36]1[S:37][CH:38]=[CH:39][CH:40]=1)[C:10]([NH:12][C@@H:13]([CH2:27][CH2:28][C:29]1[CH:34]=[CH:33][CH:32]=[CH:31][CH:30]=1)/[CH:14]=[CH:15]/[C:16]([NH:18][C:19]1[CH:24]=[CH:23][C:22]([O:25][CH3:26])=[CH:21][CH:20]=1)=[O:17])=[O:11])C(=O)[O-])(C)C.[ClH:41]. No catalyst specified. The product is [ClH:41].[CH3:26][O:25][C:22]1[CH:23]=[CH:24][C:19]([NH:18][C:16](=[O:17])/[CH:15]=[CH:14]/[C@@H:13]([NH:12][C:10](=[O:11])[C@H:9]([CH2:35][C:36]2[S:37][CH:38]=[CH:39][CH:40]=2)[NH2:5])[CH2:27][CH2:28][C:29]2[CH:34]=[CH:33][CH:32]=[CH:31][CH:30]=2)=[CH:20][CH:21]=1. The yield is 0.150. (6) The reactants are [F:1][C:2]([F:15])([F:14])[C:3]([C:6]1[CH:11]=[CH:10][CH:9]=[C:8]([O:12][CH3:13])[CH:7]=1)=[N:4][OH:5].[S:16](Cl)([C:19]1[CH:25]=[CH:24][C:22]([CH3:23])=[CH:21][CH:20]=1)(=[O:18])=[O:17].C(N(CC)CC)C.O. The catalyst is C(Cl)Cl.CN(C)C1C=CN=CC=1. The product is [S:16]([C:19]1[CH:25]=[CH:24][C:22]([CH3:23])=[CH:21][CH:20]=1)([OH:5])(=[O:18])=[O:17].[F:1][C:2]([F:14])([F:15])[C:3]([C:6]1[CH:11]=[CH:10][CH:9]=[C:8]([O:12][CH3:13])[CH:7]=1)=[N:4][OH:5]. The yield is 0.960. (7) The reactants are [C:1]([NH:4][C:5]([NH2:7])=[S:6])(=[NH:3])[NH2:2].Br[CH2:9][C:10]([C:12]1[CH:17]=[CH:16][CH:15]=[CH:14][CH:13]=1)=O. The catalyst is CC(C)=O. The product is [C:12]1([C:10]2[N:7]=[C:5]([NH:4][C:1]([NH2:2])=[NH:3])[S:6][CH:9]=2)[CH:17]=[CH:16][CH:15]=[CH:14][CH:13]=1. The yield is 0.870. (8) The reactants are [F:1][C:2]1([CH3:19])[C@@:6]([OH:8])([CH3:7])[CH:5]([CH2:9][OH:10])[O:4][C@H:3]1[N:11]1[CH:16]=[CH:15][C:14](=[O:17])[NH:13][C:12]1=[O:18].[C:20](Cl)(=[O:25])[CH2:21][CH2:22][CH2:23][CH3:24].O. The catalyst is ClCCl. The product is [C:20]([O:10][CH2:9][C@@H:5]1[C:6]([OH:8])([CH3:7])[C@:2]([F:1])([CH3:19])[CH:3]([N:11]2[CH:16]=[CH:15][C:14](=[O:17])[NH:13][C:12]2=[O:18])[O:4]1)(=[O:25])[CH2:21][CH2:22][CH2:23][CH3:24]. The yield is 0.270.